From a dataset of Catalyst prediction with 721,799 reactions and 888 catalyst types from USPTO. Predict which catalyst facilitates the given reaction. (1) Reactant: [Cl:1][C:2]1[CH:7]=[CH:6][C:5]([C:8]2[CH2:17][CH2:16][C:11]3([O:15][CH2:14][CH2:13][O:12]3)[CH2:10][C:9]=2[C:18]([O:20][CH3:21])=[O:19])=[CH:4][CH:3]=1.[Mg]. Product: [Cl:1][C:2]1[CH:7]=[CH:6][C:5]([C@@H:8]2[CH2:17][CH2:16][C:11]3([O:12][CH2:13][CH2:14][O:15]3)[CH2:10][C@H:9]2[C:18]([O:20][CH3:21])=[O:19])=[CH:4][CH:3]=1. The catalyst class is: 138. (2) Product: [O:20]=[C:19]1[C:17]2[C:16](=[CH:15][CH:14]=[CH:13][CH:18]=2)[C:22](=[O:23])[N:21]1[CH2:24][C:25]([O:1][C:2]([CH3:12])([CH3:11])[C:3](=[O:4])[C:5]1[CH:10]=[CH:9][CH:8]=[CH:7][CH:6]=1)=[O:26]. Reactant: [OH:1][C:2]([CH3:12])([CH3:11])[C:3]([C:5]1[CH:10]=[CH:9][CH:8]=[CH:7][CH:6]=1)=[O:4].[CH:13]1[CH:18]=[C:17]2[C:19]([N:21]([CH2:24][C:25](O)=[O:26])[C:22](=[O:23])[C:16]2=[CH:15][CH:14]=1)=[O:20].CC1C=CC(S([O-])(=O)=O)=CC=1.C[N+]1(CCN=C=NC2CCCCC2)CCOCC1. The catalyst class is: 166. (3) The catalyst class is: 6. Reactant: C(N(CC)CC)C.[Si:8](Cl)([C:11]([CH3:14])([CH3:13])[CH3:12])([CH3:10])[CH3:9].C(Cl)Cl.[N:19]1([CH2:29][CH2:30][OH:31])[C@H:28]2[C@@H:23]([CH2:24][CH2:25][CH2:26][CH2:27]2)[NH:22][CH2:21][CH2:20]1. Product: [Si:8]([O:31][CH2:30][CH2:29][N:19]1[C@H:28]2[C@@H:23]([CH2:24][CH2:25][CH2:26][CH2:27]2)[NH:22][CH2:21][CH2:20]1)([C:11]([CH3:14])([CH3:13])[CH3:12])([CH3:10])[CH3:9]. (4) Reactant: [CH3:1][N:2]([CH3:19])[CH2:3][C:4]([NH:6][C:7]1[CH:12]=[C:11]([N+:13]([O-])=O)[C:10]([O:16][CH3:17])=[CH:9][C:8]=1[CH3:18])=[O:5]. Product: [NH2:13][C:11]1[C:10]([O:16][CH3:17])=[CH:9][C:8]([CH3:18])=[C:7]([NH:6][C:4](=[O:5])[CH2:3][N:2]([CH3:19])[CH3:1])[CH:12]=1. The catalyst class is: 19. (5) Reactant: FC(F)(F)S(O[CH:7]([CH2:12][NH:13][C:14]([O:16][CH2:17][C:18]1[CH:23]=[CH:22][CH:21]=[CH:20][CH:19]=1)=[O:15])[C:8]([F:11])([F:10])[F:9])(=O)=O.[N-:26]=[N+:27]=[N-:28].[Na+]. Product: [N:26]([CH:7]([C:8]([F:11])([F:10])[F:9])[CH2:12][NH:13][C:14](=[O:15])[O:16][CH2:17][C:18]1[CH:23]=[CH:22][CH:21]=[CH:20][CH:19]=1)=[N+:27]=[N-:28]. The catalyst class is: 58. (6) Reactant: [C:1]([CH2:3][C:4]([NH2:6])=[S:5])#[N:2].Br[CH2:8][C:9]([C:11]1[CH:16]=[CH:15][C:14]([S:17]([NH:20][CH2:21][CH2:22][CH:23]([CH3:25])[CH3:24])(=[O:19])=[O:18])=[CH:13][CH:12]=1)=O.C(OCC)(=O)C. Product: [C:1]([CH2:3][C:4]1[S:5][CH:8]=[C:9]([C:11]2[CH:12]=[CH:13][C:14]([S:17]([NH:20][CH2:21][CH2:22][CH:23]([CH3:25])[CH3:24])(=[O:19])=[O:18])=[CH:15][CH:16]=2)[N:6]=1)#[N:2]. The catalyst class is: 1.